From a dataset of Forward reaction prediction with 1.9M reactions from USPTO patents (1976-2016). Predict the product of the given reaction. (1) Given the reactants [CH2:1]([NH:3][C:4](=[O:13])[C:5]1[CH:10]=[CH:9][C:8]([I:11])=[C:7]([OH:12])[CH:6]=1)[CH3:2].C([O-])([O-])=O.[K+].[K+].FC(F)(F)S(O[CH2:26][C:27]([F:30])([F:29])[F:28])(=O)=O, predict the reaction product. The product is: [CH2:1]([NH:3][C:4](=[O:13])[C:5]1[CH:10]=[CH:9][C:8]([I:11])=[C:7]([O:12][CH2:26][C:27]([F:30])([F:29])[F:28])[CH:6]=1)[CH3:2]. (2) Given the reactants [Cl:1][C:2]1[CH:7]=[C:6]([C:8]#[C:9][C:10]2[N:11]=[C:12]([CH3:22])[N:13]([C:15]3[CH:20]=[CH:19][C:18]([F:21])=[CH:17][CH:16]=3)[CH:14]=2)[CH:5]=[CH:4][N:3]=1.[CH:23]([N-]C(C)C)(C)C.[Li+].IC, predict the reaction product. The product is: [Cl:1][C:2]1[CH:7]=[C:6]([C:8]#[C:9][C:10]2[N:11]=[C:12]([CH3:22])[N:13]([C:15]3[CH:16]=[CH:17][C:18]([F:21])=[CH:19][CH:20]=3)[C:14]=2[CH3:23])[CH:5]=[CH:4][N:3]=1. (3) Given the reactants [CH3:1][O:2][CH2:3][CH2:4][O:5][C:6]1[CH:7]=[C:8]([CH2:17][C:18]#[N:19])[CH:9]=[CH:10][C:11]=1[O:12][CH2:13][CH2:14][O:15][CH3:16].[H-].[Na+].[C:22](OCC)(=[O:24])[CH3:23], predict the reaction product. The product is: [CH3:1][O:2][CH2:3][CH2:4][O:5][C:6]1[CH:7]=[C:8]([CH:17]([C:22](=[O:24])[CH3:23])[C:18]#[N:19])[CH:9]=[CH:10][C:11]=1[O:12][CH2:13][CH2:14][O:15][CH3:16]. (4) Given the reactants [Cl:1][C:2]1[C:7]([F:8])=[CH:6][CH:5]=[C:4]([Cl:9])[C:3]=1[CH:10]([OH:12])[CH3:11].O[C:14]1[C:15]([N+:20]([O-:22])=[O:21])=[N:16][CH:17]=[CH:18][CH:19]=1.C1(P(C2C=CC=CC=2)C2C=CC=CC=2)C=CC=CC=1.CC(OC(/N=N/C(OC(C)C)=O)=O)C, predict the reaction product. The product is: [Cl:1][C:2]1[C:7]([F:8])=[CH:6][CH:5]=[C:4]([Cl:9])[C:3]=1[C@H:10]([O:12][C:14]1[C:15]([N+:20]([O-:22])=[O:21])=[N:16][CH:17]=[CH:18][CH:19]=1)[CH3:11]. (5) Given the reactants [CH2:1]([C@H:8]1[CH2:12][O:11][C:10](=[O:13])[N:9]1[C:14](=[O:23])[CH2:15][CH2:16][C:17]1[CH:22]=[CH:21][CH:20]=[CH:19][CH:18]=1)[C:2]1[CH:7]=[CH:6][CH:5]=[CH:4][CH:3]=1.CCN(C(C)C)C(C)C.[O:33]1COCO[CH2:34]1, predict the reaction product. The product is: [CH2:1]([C@H:8]1[CH2:12][O:11][C:10](=[O:13])[N:9]1[C:14](=[O:23])[C@@H:15]([CH2:34][OH:33])[CH2:16][C:17]1[CH:22]=[CH:21][CH:20]=[CH:19][CH:18]=1)[C:2]1[CH:3]=[CH:4][CH:5]=[CH:6][CH:7]=1.